Dataset: Catalyst prediction with 721,799 reactions and 888 catalyst types from USPTO. Task: Predict which catalyst facilitates the given reaction. (1) Reactant: [ClH:1].FC(F)(F)C(O)=O.[CH2:9]([N:11]([CH2:64][CH3:65])[CH2:12][CH2:13][NH:14][C:15]([C:17]1[C:18]([F:63])=[C:19]([C:23]2[CH:28]=[CH:27][C:26]([CH2:29][C@H:30]([NH:45][C:46]([C@H:48]3[CH2:53][CH2:52][C@H:51]([CH2:54][NH:55]C(=O)OC(C)(C)C)[CH2:50][CH2:49]3)=[O:47])[C:31](=[O:44])[NH:32][C:33]3[CH:38]=[CH:37][C:36]([C:39]4[N:40]=[N:41][NH:42][N:43]=4)=[CH:35][CH:34]=3)=[CH:25][CH:24]=2)[CH:20]=[CH:21][CH:22]=1)=[O:16])[CH3:10]. Product: [ClH:1].[NH2:55][CH2:54][C@H:51]1[CH2:52][CH2:53][C@H:48]([C:46]([NH:45][C@H:30]([C:31](=[O:44])[NH:32][C:33]2[CH:34]=[CH:35][C:36]([C:39]3[N:40]=[N:41][NH:42][N:43]=3)=[CH:37][CH:38]=2)[CH2:29][C:26]2[CH:25]=[CH:24][C:23]([C:19]3[CH:20]=[CH:21][CH:22]=[C:17]([C:15]([NH:14][CH2:13][CH2:12][N:11]([CH2:9][CH3:10])[CH2:64][CH3:65])=[O:16])[C:18]=3[F:63])=[CH:28][CH:27]=2)=[O:47])[CH2:49][CH2:50]1. The catalyst class is: 12. (2) Reactant: [H-].[Al+3].[Li+].[H-].[H-].[H-].O1CCCC1.Cl.[N:13]1([CH2:19][CH2:20][CH2:21][C:22](O)=[O:23])[CH2:18][CH2:17][CH2:16][CH2:15][CH2:14]1.O. Product: [N:13]1([CH2:19][CH2:20][CH2:21][CH2:22][OH:23])[CH2:18][CH2:17][CH2:16][CH2:15][CH2:14]1. The catalyst class is: 28. (3) Reactant: [CH3:1][C:2]1[O:6][CH:5]=[N:4][CH:3]=1.[Li]CCCC.CCCCCC.[Sn:18](Cl)([CH2:27][CH2:28][CH2:29][CH3:30])([CH2:23][CH2:24][CH2:25][CH3:26])[CH2:19][CH2:20][CH2:21][CH3:22]. Product: [CH3:1][C:2]1[O:6][C:5]([Sn:18]([CH2:23][CH2:24][CH2:25][CH3:26])([CH2:27][CH2:28][CH2:29][CH3:30])[CH2:19][CH2:20][CH2:21][CH3:22])=[N:4][CH:3]=1. The catalyst class is: 28. (4) Reactant: [N+:1]([C:4]1[CH:5]=[CH:6][CH:7]=[C:8]2[C:13]=1[N:12]=[CH:11][CH:10]=[CH:9]2)([O-:3])=[O:2].[I-].C[N+:16](C)(C)N.CC(C)([O-])C.[K+].[Cl-].[NH4+]. Product: [N+:1]([C:4]1[C:5]([NH2:16])=[CH:6][CH:7]=[C:8]2[C:13]=1[N:12]=[CH:11][CH:10]=[CH:9]2)([O-:3])=[O:2]. The catalyst class is: 16. (5) Reactant: N[C:2]1[S:3][C:4]([C:19]([O:21][CH3:22])=[O:20])=[C:5]([C:7]2[N:12]=[C:11]([N:13]3[CH2:18][CH2:17][CH2:16][CH2:15][CH2:14]3)[CH:10]=[CH:9][N:8]=2)[N:6]=1.N([O-])=O.[Na+].C(=O)(O)[O-].[Na+].[ClH:32]. Product: [Cl:32][C:2]1[S:3][C:4]([C:19]([O:21][CH3:22])=[O:20])=[C:5]([C:7]2[N:12]=[C:11]([N:13]3[CH2:18][CH2:17][CH2:16][CH2:15][CH2:14]3)[CH:10]=[CH:9][N:8]=2)[N:6]=1. The catalyst class is: 6. (6) Reactant: [C:1]([C:6]1[N:11]2[N:12]=[C:13]([NH:15][C:16]([NH:18][CH2:19][CH3:20])=[O:17])[N:14]=[C:10]2[CH:9]=[C:8]([C:21]2[CH:22]=[N:23][CH:24]=[CH:25][CH:26]=2)[CH:7]=1)(=O)[CH2:2][CH2:3][CH3:4].Cl.[CH3:28][O:29][NH2:30].O.O.O.C([O-])(=O)C.[Na+]. Product: [CH2:19]([NH:18][C:16]([NH:15][C:13]1[N:14]=[C:10]2[CH:9]=[C:8]([C:21]3[CH:22]=[N:23][CH:24]=[CH:25][CH:26]=3)[CH:7]=[C:6]([C:1](=[N:30][O:29][CH3:28])[CH2:2][CH2:3][CH3:4])[N:11]2[N:12]=1)=[O:17])[CH3:20]. The catalyst class is: 8.